This data is from Full USPTO retrosynthesis dataset with 1.9M reactions from patents (1976-2016). The task is: Predict the reactants needed to synthesize the given product. (1) Given the product [CH3:30][C@@:15]([S:26]([CH3:29])(=[O:28])=[O:27])([CH2:14][CH2:13][CH:12]=[O:11])[C:16]([O:18][CH2:19][C:20]1[CH:25]=[CH:24][CH:23]=[CH:22][CH:21]=1)=[O:17], predict the reactants needed to synthesize it. The reactants are: C(Cl)(=O)C(Cl)=O.CS(C)=O.[OH:11][CH2:12][CH2:13][CH2:14][C@@:15]([CH3:30])([S:26]([CH3:29])(=[O:28])=[O:27])[C:16]([O:18][CH2:19][C:20]1[CH:25]=[CH:24][CH:23]=[CH:22][CH:21]=1)=[O:17]. (2) Given the product [F:1][C:2]([F:15])([F:14])[S:3]([O:6][C:18]1[C:19]([C:20]#[N:22])=[CH:23][CH:24]=[CH:25][C:17]=1[Cl:16])(=[O:5])=[O:4], predict the reactants needed to synthesize it. The reactants are: [F:1][C:2]([F:15])([F:14])[S:3]([O:6]S(C(F)(F)F)(=O)=O)(=[O:5])=[O:4].[Cl:16][C:17]1[C:18](O)=[C:19]([CH:23]=[CH:24][CH:25]=1)[C:20]([NH2:22])=O.C(N(CC)CC)C. (3) Given the product [Cl:8][C:6]1[CH:5]=[C:4]([C:9]2[C:13]([CH3:14])=[C:12]([OH:16])[N:11]([CH3:17])[N:10]=2)[CH:3]=[C:2]([Cl:1])[CH:7]=1, predict the reactants needed to synthesize it. The reactants are: [Cl:1][C:2]1[CH:3]=[C:4]([C:9]2[C:13]([CH:14]=O)=[C:12]([OH:16])[N:11]([CH3:17])[N:10]=2)[CH:5]=[C:6]([Cl:8])[CH:7]=1.C(=O)(O)[O-].[Na+]. (4) Given the product [NH2:15][C:12]1[N:13]=[CH:14][C:9]([O:32][C:20]2[CH:29]=[C:28]([F:30])[CH:27]=[CH:26][C:21]=2[C:22]([O:24][CH3:25])=[O:23])=[CH:10][CH:11]=1, predict the reactants needed to synthesize it. The reactants are: CC1(C)C(C)(C)OB([C:9]2[CH:10]=[CH:11][C:12]([NH2:15])=[N:13][CH:14]=2)O1.[F-].[Cs+].Br[C:20]1[CH:29]=[C:28]([F:30])[CH:27]=[CH:26][C:21]=1[C:22]([O:24][CH3:25])=[O:23].C(COC)[O:32]C.CO.